From a dataset of Peptide-MHC class II binding affinity with 134,281 pairs from IEDB. Regression. Given a peptide amino acid sequence and an MHC pseudo amino acid sequence, predict their binding affinity value. This is MHC class II binding data. The peptide sequence is PTVDIEEAPEMPALY. The MHC is DRB3_0202 with pseudo-sequence DRB3_0202. The binding affinity (normalized) is 0.